From a dataset of Catalyst prediction with 721,799 reactions and 888 catalyst types from USPTO. Predict which catalyst facilitates the given reaction. (1) Reactant: [Br:1][C:2]1[CH:3]=[CH:4][C:5]2[O:14][C:13]3[C:12](=[O:15])[NH:11][C:10]([CH2:16][CH:17]4[CH2:22][CH2:21][NH:20][CH2:19][CH2:18]4)=[N:9][C:8]=3[C:6]=2[CH:7]=1.C=O.[CH:25](O)=O.[OH-].[Na+]. Product: [Br:1][C:2]1[CH:3]=[CH:4][C:5]2[O:14][C:13]3[C:12](=[O:15])[NH:11][C:10]([CH2:16][CH:17]4[CH2:22][CH2:21][N:20]([CH3:25])[CH2:19][CH2:18]4)=[N:9][C:8]=3[C:6]=2[CH:7]=1. The catalyst class is: 6. (2) Reactant: [Br:1][C:2]1[CH:7]=[CH:6][CH:5]=[CH:4][C:3]=1[OH:8].[Br:9][CH2:10][CH2:11]Br.C(=O)([O-])[O-].[K+].[K+]. Product: [Br:1][C:2]1[CH:7]=[CH:6][CH:5]=[CH:4][C:3]=1[O:8][CH2:11][CH2:10][Br:9]. The catalyst class is: 115. (3) Reactant: [NH:1]1[CH:5]=[CH:4][N:3]=[CH:2]1.[H-].[Na+].Br[C:9]1[N:13]([CH2:14][C:15]2[CH:20]=[CH:19][CH:18]=[CH:17][C:16]=2[F:21])[N:12]=[C:11]([C:22]2[CH:27]=[CH:26][CH:25]=[CH:24][N:23]=2)[N:10]=1. Product: [F:21][C:16]1[CH:17]=[CH:18][CH:19]=[CH:20][C:15]=1[CH2:14][N:13]1[C:9]([N:1]2[CH:5]=[CH:4][N:3]=[CH:2]2)=[N:10][C:11]([C:22]2[CH:27]=[CH:26][CH:25]=[CH:24][N:23]=2)=[N:12]1. The catalyst class is: 3. (4) Reactant: C([N:8]1[C:12]2([C:24]3[CH:25]=[C:26]([C:30]4[CH:35]=[CH:34][CH:33]=[C:32]([O:36][CH3:37])[CH:31]=4)[CH:27]=[CH:28][CH:29]=3)[CH2:13][CH:14]([O:16][Si:17]([C:20]([CH3:23])([CH3:22])[CH3:21])([CH3:19])[CH3:18])[CH2:15][CH:11]2[CH2:10][O:9]1)C1C=CC=CC=1. Product: [NH2:8][C:12]1([C:24]2[CH:25]=[C:26]([C:30]3[CH:35]=[CH:34][CH:33]=[C:32]([O:36][CH3:37])[CH:31]=3)[CH:27]=[CH:28][CH:29]=2)[CH2:13][CH:14]([O:16][Si:17]([C:20]([CH3:21])([CH3:23])[CH3:22])([CH3:18])[CH3:19])[CH2:15][CH:11]1[CH2:10][OH:9]. The catalyst class is: 331. (5) Reactant: [F:1][C:2]1[N:7]=[C:6]([NH2:8])[CH:5]=[CH:4][CH:3]=1.[Cl:9][C:10]1[CH:17]=[CH:16][CH:15]=[CH:14][C:11]=1[CH:12]=O.C([SiH](CC)CC)C.FC(F)(F)C(O)=O. Product: [Cl:9][C:10]1[CH:17]=[CH:16][CH:15]=[CH:14][C:11]=1[CH2:12][NH:8][C:6]1[CH:5]=[CH:4][CH:3]=[C:2]([F:1])[N:7]=1. The catalyst class is: 10. (6) Reactant: CC(C)([O-])C.[K+].[Cl:7][C:8]1[CH:13]=[CH:12][C:11]([C:14]2[CH:19]=[CH:18][C:17]([Cl:20])=[CH:16][CH:15]=2)=[CH:10][C:9]=1[CH2:21][C:22]([NH:24][C:25]1([C:31]([O:33]C)=O)[CH2:30][CH2:29][CH2:28][CH2:27][CH2:26]1)=[O:23].Cl. Product: [Cl:7][C:8]1[CH:13]=[CH:12][C:11]([C:14]2[CH:15]=[CH:16][C:17]([Cl:20])=[CH:18][CH:19]=2)=[CH:10][C:9]=1[C:21]1[C:22](=[O:23])[NH:24][C:25]2([CH2:30][CH2:29][CH2:28][CH2:27][CH2:26]2)[C:31]=1[OH:33]. The catalyst class is: 9. (7) Reactant: [C:1]([C:3]1[CH:4]=[C:5]([CH:24]=[CH:25][CH:26]=1)[C:6]([NH:8][C:9]1[CH:10]=[CH:11][C:12]2[O:16][N:15]=[C:14]([CH:17]3[CH2:22][CH2:21][NH:20][CH2:19][CH2:18]3)[C:13]=2[CH:23]=1)=[O:7])#[N:2].F[B-](F)(F)F.N1(OC(N(C)C)=[N+](C)C)C2C=CC=CC=2N=N1.C(N(C(C)C)CC)(C)C.[CH:58]1([C:63](O)=[O:64])[CH2:62][CH2:61][CH2:60][CH2:59]1.C(=O)(O)[O-].[Na+]. Product: [C:1]([C:3]1[CH:4]=[C:5]([CH:24]=[CH:25][CH:26]=1)[C:6]([NH:8][C:9]1[CH:10]=[CH:11][C:12]2[O:16][N:15]=[C:14]([CH:17]3[CH2:18][CH2:19][N:20]([C:63]([CH:58]4[CH2:62][CH2:61][CH2:60][CH2:59]4)=[O:64])[CH2:21][CH2:22]3)[C:13]=2[CH:23]=1)=[O:7])#[N:2]. The catalyst class is: 35. (8) Reactant: [CH2:1]([N:8]1[CH2:13][CH2:12][C:11]([C:15]2[CH:20]=[CH:19][C:18]([Br:21])=[CH:17][CH:16]=2)(O)[C:10]([CH3:23])([CH3:22])[CH2:9]1)[C:2]1[CH:7]=[CH:6][CH:5]=[CH:4][CH:3]=1. Product: [CH2:1]([N:8]1[CH2:13][CH:12]=[C:11]([C:15]2[CH:16]=[CH:17][C:18]([Br:21])=[CH:19][CH:20]=2)[C:10]([CH3:23])([CH3:22])[CH2:9]1)[C:2]1[CH:3]=[CH:4][CH:5]=[CH:6][CH:7]=1. The catalyst class is: 67.